From a dataset of Catalyst prediction with 721,799 reactions and 888 catalyst types from USPTO. Predict which catalyst facilitates the given reaction. (1) Reactant: [OH:1][C@@H:2]1[CH2:6][N:5]([C:7]([O:9][C:10]([CH3:13])([CH3:12])[CH3:11])=[O:8])[C@H:4]([C:14]([O:16][CH3:17])=[O:15])[CH2:3]1.S(=O)(O)[O-].C([N+](CCCC)(CCCC)CCCC)CCC.[OH-].[Na+].O.[Br:42][CH2:43][CH2:44]Br. Product: [Br:42][CH2:43][CH2:44][O:1][C@@H:2]1[CH2:6][N:5]([C:7]([O:9][C:10]([CH3:11])([CH3:12])[CH3:13])=[O:8])[C@H:4]([C:14]([O:16][CH3:17])=[O:15])[CH2:3]1. The catalyst class is: 4. (2) Product: [CH2:21]([O:20][CH:19]([O:23][CH2:24][CH3:25])[CH2:18][O:14][C@H:10]([CH2:11][CH:12]=[CH2:13])[CH2:9][O:8][CH2:1][C:2]1[CH:7]=[CH:6][CH:5]=[CH:4][CH:3]=1)[CH3:22]. Reactant: [CH2:1]([O:8][CH2:9][C@H:10]([OH:14])[CH2:11][CH:12]=[CH2:13])[C:2]1[CH:7]=[CH:6][CH:5]=[CH:4][CH:3]=1.[H-].[Na+].Br[CH2:18][CH:19]([O:23][CH2:24][CH3:25])[O:20][CH2:21][CH3:22]. The catalyst class is: 7. (3) Reactant: CO[CH:3]1[C:9]2[CH:10]=[C:11]([N+:14]([O-:16])=[O:15])[CH:12]=[CH:13][C:8]=2[CH2:7][CH2:6][NH:5][CH2:4]1.Br[CH2:18][CH2:19][O:20][CH3:21].[C:22](=O)([O-])[O-:23].[K+].[K+]. Product: [CH3:22][O:23][C:12]1[C:11]([N+:14]([O-:16])=[O:15])=[CH:10][C:9]2[CH2:3][CH2:4][N:5]([CH2:18][CH2:19][O:20][CH3:21])[CH2:6][CH2:7][C:8]=2[CH:13]=1. The catalyst class is: 9. (4) Reactant: [CH3:1][C@@H:2]1[O:4][C@@H:3]1[P:5]([O-:8])([O-:7])=[O:6].[Na+].[Na+].Cl.[CH2:12]1[C@@H:17]([NH:18][C:19]([C@@H:21]([OH:25])[CH2:22][CH2:23][NH2:24])=[O:20])[C@H:16]([O:26][C@H:27]2[O:32][C@H:31]([CH2:33][OH:34])[C@@H:30]([OH:35])[C@H:29]([NH2:36])[C@H:28]2[OH:37])[C@@H:15]([OH:38])[C@H:14]([O:39][C@H:40]2[O:45][C@H:44]([CH2:46][NH2:47])[C@@H:43]([OH:48])[C@H:42]([OH:49])[C@H:41]2[OH:50])[C@H:13]1[NH2:51]. Product: [CH3:1][C@@H:2]1[O:4][C@@H:3]1[P:5]([OH:8])([OH:7])=[O:6].[CH2:12]1[C@@H:17]([NH:18][C:19]([C@@H:21]([OH:25])[CH2:22][CH2:23][NH2:24])=[O:20])[C@H:16]([O:26][C@H:27]2[O:32][C@H:31]([CH2:33][OH:34])[C@@H:30]([OH:35])[C@H:29]([NH2:36])[C@H:28]2[OH:37])[C@@H:15]([OH:38])[C@H:14]([O:39][C@H:40]2[O:45][C@H:44]([CH2:46][NH2:47])[C@@H:43]([OH:48])[C@H:42]([OH:49])[C@H:41]2[OH:50])[C@H:13]1[NH2:51]. The catalyst class is: 6. (5) Reactant: [C:1]1([CH:7]([OH:13])[CH2:8][CH2:9][C:10]#[C:11][CH3:12])[CH:6]=[CH:5][CH:4]=[CH:3][CH:2]=1.[CH:14](=O)[CH3:15].C[Si]([O:21][S:22]([C:25]([F:28])([F:27])[F:26])(=[O:24])=[O:23])(C)C.C([O-])(O)=O.[Na+]. Product: [F:26][C:25]([F:28])([F:27])[S:22]([O:24]/[C:11](=[C:10]1/[CH:14]([CH3:15])[O:13][CH:7]([C:1]2[CH:6]=[CH:5][CH:4]=[CH:3][CH:2]=2)[CH2:8][CH2:9]/1)/[CH3:12])(=[O:23])=[O:21]. The catalyst class is: 268. (6) Reactant: [CH2:1]([N:8]1[CH2:13][CH2:12][N:11]([C:14]([C:16]2[CH:21]=[C:20]([C:22]3[CH:27]=[CH:26][C:25]([O:28][CH2:29][C:30]4[CH:35]=[CH:34][CH:33]=[CH:32][CH:31]=4)=[CH:24][C:23]=3[F:36])[N:19]=[C:18]3[N:37]([CH:41]4[CH2:46][CH2:45][CH2:44][CH2:43][O:42]4)[N:38]=[C:39]([CH3:40])[C:17]=23)=O)[C:10]([CH3:48])([CH3:47])[CH2:9]1)[C:2]1[CH:7]=[CH:6][CH:5]=[CH:4][CH:3]=1.[H-].[Al+3].[Li+].[H-].[H-].[H-]. Product: [CH2:1]([N:8]1[CH2:13][CH2:12][N:11]([CH2:14][C:16]2[CH:21]=[C:20]([C:22]3[CH:27]=[CH:26][C:25]([O:28][CH2:29][C:30]4[CH:35]=[CH:34][CH:33]=[CH:32][CH:31]=4)=[CH:24][C:23]=3[F:36])[N:19]=[C:18]3[N:37]([CH:41]4[CH2:46][CH2:45][CH2:44][CH2:43][O:42]4)[N:38]=[C:39]([CH3:40])[C:17]=23)[C:10]([CH3:48])([CH3:47])[CH2:9]1)[C:2]1[CH:3]=[CH:4][CH:5]=[CH:6][CH:7]=1. The catalyst class is: 1. (7) Reactant: [CH2:1]([O:3][C:4](=[O:16])[C:5](O)=[CH:6][C:7](=[O:14])[C:8]1[CH:13]=[CH:12][CH:11]=[CH:10][CH:9]=1)[CH3:2].Cl.[NH2:18]O. Product: [CH2:1]([O:3][C:4]([C:5]1[CH:6]=[C:7]([C:8]2[CH:13]=[CH:12][CH:11]=[CH:10][CH:9]=2)[O:14][N:18]=1)=[O:16])[CH3:2]. The catalyst class is: 353. (8) Product: [N:1]([CH2:4][C@@H:5]1[C@H:9]2[O:10][C:11]([CH3:14])([CH3:13])[O:12][C@H:8]2[C@H:7]([N:15]2[CH:23]=[N:22][C:21]3[C:16]2=[N:17][CH:18]=[N:19][C:20]=3[NH:36][CH2:35][C:28]2[CH:29]=[CH:30][C:31]([O:33][CH3:34])=[CH:32][C:27]=2[O:26][CH3:25])[CH2:6]1)=[N+:2]=[N-:3]. The catalyst class is: 51. Reactant: [N:1]([CH2:4][C@@H:5]1[C@H:9]2[O:10][C:11]([CH3:14])([CH3:13])[O:12][C@H:8]2[C@H:7]([N:15]2[CH:23]=[N:22][C:21]3[C:16]2=[N:17][CH:18]=[N:19][C:20]=3Cl)[CH2:6]1)=[N+:2]=[N-:3].[CH3:25][O:26][C:27]1[CH:32]=[C:31]([O:33][CH3:34])[CH:30]=[CH:29][C:28]=1[CH2:35][NH2:36].C(N(CC)C(C)C)(C)C.